This data is from Full USPTO retrosynthesis dataset with 1.9M reactions from patents (1976-2016). The task is: Predict the reactants needed to synthesize the given product. (1) Given the product [CH:31]1([C:34]([N:1]2[CH2:2][CH2:3][CH:4]([CH:7]3[O:20][CH2:19][C:18]4[C:17]5[C:12](=[CH:13][CH:14]=[CH:15][CH:16]=5)[C:11](=[O:21])[NH:10][C:9]=4[CH2:8]3)[CH2:5][CH2:6]2)=[O:35])[CH2:33][CH2:32]1, predict the reactants needed to synthesize it. The reactants are: [NH:1]1[CH2:6][CH2:5][CH:4]([CH:7]2[O:20][CH2:19][C:18]3[C:17]4[CH:16]=[CH:15][CH:14]=[CH:13][C:12]=4[C:11](=[O:21])[NH:10][C:9]=3[CH2:8]2)[CH2:3][CH2:2]1.CCN(C(C)C)C(C)C.[CH:31]1([C:34](Cl)=[O:35])[CH2:33][CH2:32]1. (2) Given the product [ClH:1].[Cl:1][C:2]1[CH:3]=[CH:4][C:5]2[O:9][C:8]([C:10]3[CH:15]=[CH:14][C:13]([C:16]4[CH:21]=[CH:20][CH:19]=[CH:18][N:17]=4)=[C:12]([O:22][CH3:23])[CH:11]=3)=[N:7][C:6]=2[CH:24]=1, predict the reactants needed to synthesize it. The reactants are: [Cl:1][C:2]1[CH:3]=[CH:4][C:5]2[O:9][C:8]([C:10]3[CH:15]=[CH:14][C:13]([C:16]4[CH:21]=[CH:20][CH:19]=[CH:18][N:17]=4)=[C:12]([O:22][CH3:23])[CH:11]=3)=[N:7][C:6]=2[CH:24]=1.Cl.